This data is from Forward reaction prediction with 1.9M reactions from USPTO patents (1976-2016). The task is: Predict the product of the given reaction. (1) Given the reactants [NH2:1][C:2]1[C:7]([NH:8][CH2:9][CH3:10])=[CH:6][N:5]=[C:4]([C:11](=[O:13])[CH3:12])[CH:3]=1.[S:14]1[CH:18]=[CH:17][N:16]=[C:15]1[C:19]1[N:20]([CH2:24][C:25](O)=O)[CH:21]=[CH:22][N:23]=1.CCN=C=NCCCN(C)C.N1C=CC=CC=1, predict the reaction product. The product is: [CH2:9]([N:8]1[C:7]2[CH:6]=[N:5][C:4]([C:11](=[O:13])[CH3:12])=[CH:3][C:2]=2[N:1]=[C:25]1[CH2:24][N:20]1[CH:21]=[CH:22][N:23]=[C:19]1[C:15]1[S:14][CH:18]=[CH:17][N:16]=1)[CH3:10]. (2) The product is: [NH2:30][C:29]1[C:2]([Cl:1])=[CH:3][C:4]2[N:8]=[C:7]([C@@H:9]([NH:11][C:12](=[O:27])[C:13]3[CH:18]=[CH:17][C:16]([C:19]([N:21]4[CH2:22][CH2:23][CH2:24][CH2:25]4)=[O:20])=[C:15]([CH3:26])[CH:14]=3)[CH3:10])[NH:6][C:5]=2[CH:28]=1. Given the reactants [Cl:1][C:2]1[C:29]([N+:30]([O-])=O)=[CH:28][C:5]2[NH:6][C:7]([C@@H:9]([NH:11][C:12](=[O:27])[C:13]3[CH:18]=[CH:17][C:16]([C:19]([N:21]4[CH2:25][CH2:24][CH2:23][CH2:22]4)=[O:20])=[C:15]([CH3:26])[CH:14]=3)[CH3:10])=[N:8][C:4]=2[CH:3]=1.[H][H].ClCCl.CO.N.ClCl, predict the reaction product. (3) Given the reactants [Cl:1][C:2]1[CH:3]=[C:4]([NH2:10])[C:5]([NH2:9])=[CH:6][C:7]=1[CH3:8].[F:11][C:12]([F:19])([F:18])[CH:13]([OH:17])[C:14](O)=O.Cl.C(=O)(O)[O-].[Na+], predict the reaction product. The product is: [Cl:1][C:2]1[C:7]([CH3:8])=[CH:6][C:5]2[NH:9][C:14]([CH:13]([OH:17])[C:12]([F:19])([F:18])[F:11])=[N:10][C:4]=2[CH:3]=1. (4) The product is: [F:1][C:2]1[CH:7]=[C:6]([S:8]([CH3:11])(=[O:9])=[O:10])[CH:5]=[CH:4][C:3]=1[O:12][C:14]1[N:19]=[CH:18][N:17]=[C:16]2[N:20]([C@H:23]3[CH2:28][CH2:27][C@H:26]([C:29]4[O:33][N:32]=[C:31]([CH:34]([CH3:36])[CH3:35])[N:30]=4)[CH2:25][CH2:24]3)[N:21]=[CH:22][C:15]=12. Given the reactants [F:1][C:2]1[CH:7]=[C:6]([S:8]([CH3:11])(=[O:10])=[O:9])[CH:5]=[CH:4][C:3]=1[OH:12].Cl[C:14]1[N:19]=[CH:18][N:17]=[C:16]2[N:20]([C@H:23]3[CH2:28][CH2:27][C@H:26]([C:29]4[O:33][N:32]=[C:31]([CH:34]([CH3:36])[CH3:35])[N:30]=4)[CH2:25][CH2:24]3)[N:21]=[CH:22][C:15]=12.C(=O)([O-])[O-].[K+].[K+], predict the reaction product. (5) Given the reactants [N+:1](=[CH2:3])=[N-].[Br:4][C:5]1[CH:6]=[C:7]2[C:11](=[CH:12][CH:13]=1)[NH:10][C:9](=[O:14])[C:8]2=[CH:15][C:16]#N, predict the reaction product. The product is: [Br:4][C:5]1[CH:6]=[C:7]2[C:11](=[CH:12][CH:13]=1)[NH:10][C:9](=[O:14])[C:8]12[CH2:16][CH:15]1[C:3]#[N:1]. (6) Given the reactants [C:1]([O:5][C:6]([N:8]1[CH2:13][CH2:12][CH2:11][CH:10]([C:14](=[O:23])[NH:15][C:16]2[CH:21]=[CH:20][CH:19]=[CH:18][C:17]=2[Br:22])[CH2:9]1)=[O:7])([CH3:4])([CH3:3])[CH3:2].[CH2:24](Br)[C:25]1[CH:30]=[CH:29][CH:28]=[CH:27][CH:26]=1, predict the reaction product. The product is: [C:1]([O:5][C:6]([N:8]1[CH2:13][CH2:12][CH2:11][CH:10]([C:14](=[O:23])[N:15]([CH2:24][C:25]2[CH:30]=[CH:29][CH:28]=[CH:27][CH:26]=2)[C:16]2[CH:21]=[CH:20][CH:19]=[CH:18][C:17]=2[Br:22])[CH2:9]1)=[O:7])([CH3:4])([CH3:2])[CH3:3]. (7) Given the reactants [F:1][CH:2]([F:23])[O:3][C:4]1[CH:9]=[CH:8][C:7]([C:10]#[C:11][C:12]2[CH:13]=[C:14]([CH:18]3[CH2:21][C:20](=[O:22])[CH2:19]3)[CH:15]=[CH:16][CH:17]=2)=[CH:6][CH:5]=1.[BH4-].[Na+].O, predict the reaction product. The product is: [F:1][CH:2]([F:23])[O:3][C:4]1[CH:9]=[CH:8][C:7]([C:10]#[C:11][C:12]2[CH:13]=[C:14]([CH:18]3[CH2:21][CH:20]([OH:22])[CH2:19]3)[CH:15]=[CH:16][CH:17]=2)=[CH:6][CH:5]=1. (8) Given the reactants [CH3:1][C:2]1[CH:7]=[CH:6][C:5]([SH:8])=[CH:4][CH:3]=1.P([O-])([O-])([O-])=O.[K+].[K+].[K+].CN(C)CC(O)=O.C[O:25][C:26](=[O:47])[C:27]1[CH:32]=[C:31]([S:33](=[O:45])(=[O:44])[NH:34][CH2:35][CH2:36][C:37]2[CH:42]=[CH:41][C:40](I)=[CH:39][CH:38]=2)[CH:30]=[CH:29][C:28]=1[CH3:46], predict the reaction product. The product is: [CH3:46][C:28]1[CH:29]=[CH:30][C:31]([S:33](=[O:45])(=[O:44])[NH:34][CH2:35][CH2:36][C:37]2[CH:42]=[CH:41][C:40]([S:8][C:5]3[CH:6]=[CH:7][C:2]([CH3:1])=[CH:3][CH:4]=3)=[CH:39][CH:38]=2)=[CH:32][C:27]=1[C:26]([OH:25])=[O:47]. (9) Given the reactants [CH3:1][CH:2]([Si:4]([CH:17]([CH3:19])[CH3:18])([CH:14]([CH3:16])[CH3:15])[O:5][C:6]1[CH:11]=[CH:10][C:9]([CH2:12]O)=[CH:8][CH:7]=1)[CH3:3].C1(P(C2C=CC=CC=2)C2C=CC=CC=2)C=CC=CC=1.N1C=CN=C1.[Br:44]Br.C1(P(=O)(C2C=CC=CC=2)C2C=CC=CC=2)C=CC=CC=1, predict the reaction product. The product is: [Br:44][CH2:12][C:9]1[CH:10]=[CH:11][C:6]([O:5][Si:4]([CH:17]([CH3:19])[CH3:18])([CH:14]([CH3:16])[CH3:15])[CH:2]([CH3:3])[CH3:1])=[CH:7][CH:8]=1. (10) Given the reactants C([O:3][C:4](=O)[CH2:5][C:6]1([NH2:10])[CH2:9][O:8][CH2:7]1)C.[OH-].[NH4+:13].O, predict the reaction product. The product is: [NH2:10][C:6]1([CH2:5][C:4]([NH2:13])=[O:3])[CH2:9][O:8][CH2:7]1.